From a dataset of Forward reaction prediction with 1.9M reactions from USPTO patents (1976-2016). Predict the product of the given reaction. (1) Given the reactants [NH2:1][C:2]1[C:17]2[CH2:16][CH:15]=[CH:14][CH2:13][CH2:12][C:11]3[CH:18]=[C:19]([CH3:24])[N:20]=[C:21]([O:22][CH3:23])[C:10]=3[CH2:9][NH:8][C:7](=[O:25])[C:6]=2[CH:5]=[CH:4][CH:3]=1.[CH3:26][N:27]([CH:35]1[CH2:40][CH2:39][C:38](=O)[CH2:37][CH2:36]1)[C:28](=[O:34])[O:29][C:30]([CH3:33])([CH3:32])[CH3:31].[CH3:42][C:43](O)=O.[BH-](OC(C)=O)(OC(C)=O)OC(C)=O.[Na+].C(=O)C.C([O-])(O)=O.[Na+], predict the reaction product. The product is: [C:30]([O:29][C:28](=[O:34])[N:27]([CH:35]1[CH2:40][CH2:39][CH:38]([N:1]([CH2:42][CH3:43])[C:2]2[C:17]3[CH2:16][CH:15]=[CH:14][CH2:13][CH2:12][C:11]4[CH:18]=[C:19]([CH3:24])[N:20]=[C:21]([O:22][CH3:23])[C:10]=4[CH2:9][NH:8][C:7](=[O:25])[C:6]=3[CH:5]=[CH:4][CH:3]=2)[CH2:37][CH2:36]1)[CH3:26])([CH3:33])([CH3:32])[CH3:31]. (2) Given the reactants [S:1]1[C:5]([C:6](=O)[CH2:7][Br:8])=[CH:4][C:3]2[CH:10]=[CH:11][CH:12]=[CH:13][C:2]1=2.[NH:14]1[CH2:18][CH2:17][NH:16][C:15]1=[S:19].C(O)C, predict the reaction product. The product is: [BrH:8].[S:1]1[C:5]([C:6]2[N:16]3[CH2:17][CH2:18][N:14]=[C:15]3[S:19][CH:7]=2)=[CH:4][C:3]2[CH:10]=[CH:11][CH:12]=[CH:13][C:2]1=2. (3) Given the reactants [F:1][C:2]1[CH:7]=[CH:6][CH:5]=[CH:4][C:3]=1[CH:8]([C:12]([OH:14])=[O:13])[C:9]([OH:11])=[O:10].[C:15]([Cl:20])(=O)[C:16](Cl)=O.[Cl:21][C:22]1[CH:27]=[C:26]([Cl:28])[CH:25]=[C:24]([Cl:29])[C:23]=1O, predict the reaction product. The product is: [F:1][C:2]1[CH:7]=[CH:6][CH:5]=[CH:4][C:3]=1[CH:8]([C:9]([O:11][C:16]1[C:15]([Cl:20])=[CH:27][C:22]([Cl:21])=[CH:23][C:24]=1[Cl:29])=[O:10])[C:12]([O:14][C:27]1[C:22]([Cl:21])=[CH:23][C:24]([Cl:29])=[CH:25][C:26]=1[Cl:28])=[O:13]. (4) Given the reactants Br[C:2]1[C:3]([F:23])=[CH:4][C:5]2[CH:11]3[CH2:12][CH:9]([CH2:10]3)[N:8]3[C:13]([CH:19]4[CH2:21][CH2:20]4)=[C:14]([C:16]([NH2:18])=[O:17])[N:15]=[C:7]3[C:6]=2[CH:22]=1.[CH3:24][C:25]1[O:29][N:28]=[C:27]([C@:30]([OH:34])([C:32]#[CH:33])[CH3:31])[CH:26]=1, predict the reaction product. The product is: [CH:19]1([C:13]2[N:8]3[CH:9]4[CH2:10][CH:11]([C:5]5[CH:4]=[C:3]([F:23])[C:2]([C:33]#[C:32][C@@:30]([OH:34])([C:27]6[CH:26]=[C:25]([CH3:24])[O:29][N:28]=6)[CH3:31])=[CH:22][C:6]=5[C:7]3=[N:15][C:14]=2[C:16]([NH2:18])=[O:17])[CH2:12]4)[CH2:20][CH2:21]1. (5) Given the reactants [Br:1][C:2]1[CH:3]=[CH:4][C:5]([C:9]([OH:11])=[O:10])=[N:6][C:7]=1Cl.[OH-].[K+].[F:14][C:15]([F:20])([F:19])[CH:16]([OH:18])[CH3:17], predict the reaction product. The product is: [Br:1][C:2]1[CH:3]=[CH:4][C:5]([C:9]([OH:11])=[O:10])=[N:6][C:7]=1[O:18][CH:16]([CH3:17])[C:15]([F:20])([F:19])[F:14]. (6) Given the reactants [Cl:1][C:2]1[CH:3]=[C:4]([N:9]2[C:13]([C:14]3[CH:15]=[CH:16][C:17]4[N:18]([N:20]=[CH:21][N:22]=4)[CH:19]=3)=[C:12]([CH3:23])[NH:11][C:10]2=[O:24])[CH:5]=[CH:6][C:7]=1[F:8].CC(C)([O-])C.[K+].[C:31](Cl)(=[O:38])[C:32]1[CH:37]=[CH:36][CH:35]=[CH:34][CH:33]=1, predict the reaction product. The product is: [N:22]1[CH:21]=[N:20][N:18]2[CH:19]=[C:14]([C:13]3[N:9]([C:4]4[CH:5]=[CH:6][C:7]([F:8])=[C:2]([Cl:1])[CH:3]=4)[C:10](=[O:24])[N:11]([C:31](=[O:38])[C:32]4[CH:37]=[CH:36][CH:35]=[CH:34][CH:33]=4)[C:12]=3[CH3:23])[CH:15]=[CH:16][C:17]=12. (7) Given the reactants ClC1C=CC=[C:4]([C:8]([O:10]O)=[O:9])C=1.[CH2:12]([O:14][C:15](=[O:35])[NH:16][CH2:17][CH2:18][C:19]1[CH:24]=[CH:23][C:22]([O:25][C:26]2[CH:31]=[CH:30][C:29](C(=O)C)=[CH:28][CH:27]=2)=[CH:21][CH:20]=1)[CH3:13], predict the reaction product. The product is: [CH2:12]([O:14][C:15]([NH:16][CH2:17][CH2:18][C:19]1[CH:20]=[CH:21][C:22]([O:25][C:26]2[CH:27]=[CH:28][C:29]([O:10][C:8](=[O:9])[CH3:4])=[CH:30][CH:31]=2)=[CH:23][CH:24]=1)=[O:35])[CH3:13]. (8) Given the reactants [Cl:1][C:2]1[CH:3]=[C:4]([NH:10][C@H:11]([CH2:20][NH:21][S:22]([C:25]2[CH:30]=[CH:29][CH:28]=[CH:27][C:26]=2[N+:31]([O-:33])=[O:32])(=[O:24])=[O:23])[CH2:12][C:13]([O:15][C:16]([CH3:19])([CH3:18])[CH3:17])=[O:14])[CH:5]=[CH:6][C:7]=1[C:8]#[N:9].CI.[C:36]([O-])([O-])=O.[K+].[K+], predict the reaction product. The product is: [Cl:1][C:2]1[CH:3]=[C:4]([NH:10][C@H:11]([CH2:20][N:21]([CH3:36])[S:22]([C:25]2[CH:30]=[CH:29][CH:28]=[CH:27][C:26]=2[N+:31]([O-:33])=[O:32])(=[O:23])=[O:24])[CH2:12][C:13]([O:15][C:16]([CH3:18])([CH3:19])[CH3:17])=[O:14])[CH:5]=[CH:6][C:7]=1[C:8]#[N:9]. (9) Given the reactants Br[C:2]1[C:3]([F:12])=[CH:4][C:5]([O:10][CH3:11])=[C:6]([CH:9]=1)[CH:7]=[O:8].[C:13]([C:15]1[CH:20]=[CH:19][C:18](B(O)O)=[CH:17][CH:16]=1)#[N:14], predict the reaction product. The product is: [F:12][C:3]1[CH:4]=[C:5]([O:10][CH3:11])[C:6]([CH:7]=[O:8])=[CH:9][C:2]=1[C:18]1[CH:19]=[CH:20][C:15]([C:13]#[N:14])=[CH:16][CH:17]=1. (10) Given the reactants [CH3:1][C:2]([CH3:34])([CH3:33])[CH2:3][CH2:4][C@@H:5]([N:12]1[CH2:17][CH2:16][CH2:15][C@H:14]([CH2:18][C:19]([O:21]C)=[O:20])[C@H:13]1[C:23]1[CH:28]=[CH:27][C:26]([C:29]([F:32])([F:31])[F:30])=[CH:25][CH:24]=1)[CH2:6][CH2:7][C:8]([F:11])([F:10])[F:9].[OH-:35].[K+].Cl.[CH3:38][OH:39], predict the reaction product. The product is: [CH3:1][C:2]([CH3:34])([CH3:33])[CH2:3][CH2:4][C@@H:5]([N:12]1[CH2:17][CH2:16][CH2:15][C@H:14]([CH2:18][C:19]([OH:21])=[O:20])[C@H:13]1[C:23]1[CH:28]=[CH:27][C:26]([C:29]([F:32])([F:30])[F:31])=[CH:25][CH:24]=1)[CH2:6][CH2:7][C:8]([F:9])([F:10])[F:11].[C:38]([OH:39])([C:8]([F:11])([F:10])[F:9])=[O:35].